Dataset: Full USPTO retrosynthesis dataset with 1.9M reactions from patents (1976-2016). Task: Predict the reactants needed to synthesize the given product. (1) Given the product [CH3:14][O:13][C:12]1[C:7]([C:41]2[CH:40]=[N:39][C:38]([CH3:37])=[N:43][CH:42]=2)=[N:8][C:9]([N:23]2[CH2:27][CH2:26][CH2:25][C@H:24]2[C:28]2[CH:33]=[CH:32][C:31]([CH3:34])=[CH:30][CH:29]=2)=[N:10][C:11]=1[NH:15][C:16]1[S:17][C:18]([C:21]#[N:22])=[CH:19][N:20]=1, predict the reactants needed to synthesize it. The reactants are: FC(F)(F)S(O[C:7]1[C:12]([O:13][CH3:14])=[C:11]([NH:15][C:16]2[S:17][C:18]([C:21]#[N:22])=[CH:19][N:20]=2)[N:10]=[C:9]([N:23]2[CH2:27][CH2:26][CH2:25][C@H:24]2[C:28]2[CH:33]=[CH:32][C:31]([CH3:34])=[CH:30][CH:29]=2)[N:8]=1)(=O)=O.[CH3:37][C:38]1[N:43]=[CH:42][C:41](B2OC(C)(C)C(C)(C)O2)=[CH:40][N:39]=1.C(=O)([O-])[O-].[K+].[K+].O1CCOCC1. (2) Given the product [CH2:1]([O:5][CH2:6][CH2:7][O:8][C:9]1[CH:10]=[CH:11][C:12]([C:15]2[CH:20]=[CH:19][C:18]([N:21]3[CH2:25][CH2:24][CH2:23][CH2:22]3)=[C:17](/[CH:26]=[C:27](\[CH3:31])/[C:28]([NH:53][C:52]3[CH:51]=[CH:50][C:49]([S@:47]([CH2:46][C:45]4[N:41]([CH2:38][CH2:39][CH3:40])[CH:42]=[N:43][CH:44]=4)=[O:48])=[CH:55][CH:54]=3)=[O:29])[CH:16]=2)=[CH:13][CH:14]=1)[CH2:2][CH2:3][CH3:4], predict the reactants needed to synthesize it. The reactants are: [CH2:1]([O:5][CH2:6][CH2:7][O:8][C:9]1[CH:14]=[CH:13][C:12]([C:15]2[CH:20]=[CH:19][C:18]([N:21]3[CH2:25][CH2:24][CH2:23][CH2:22]3)=[C:17](/[CH:26]=[C:27](\[CH3:31])/[C:28](O)=[O:29])[CH:16]=2)=[CH:11][CH:10]=1)[CH2:2][CH2:3][CH3:4].C(Cl)(=O)C(Cl)=O.[CH2:38]([N:41]1[C:45]([CH2:46][S@@:47]([C:49]2[CH:55]=[CH:54][C:52]([NH2:53])=[CH:51][CH:50]=2)=[O:48])=[CH:44][N:43]=[CH:42]1)[CH2:39][CH3:40].C(N(CC)CC)C. (3) Given the product [CH3:22][C:2]([CH3:1])([O:4][C:5]([NH:7][C@H:8]([CH2:13][C:14]1[CH:19]=[C:18]([F:20])[CH:17]=[CH:16][C:15]=1[F:21])[CH2:9][C:10]([N:25]1[CH2:26][CH2:27][N:40]2[CH:35]=[CH:36][N:38]=[C:23]2[CH2:24]1)=[O:12])=[O:6])[CH3:3], predict the reactants needed to synthesize it. The reactants are: [CH3:1][C:2]([CH3:22])([O:4][C:5]([NH:7][C@H:8]([CH2:13][C:14]1[CH:19]=[C:18]([F:20])[CH:17]=[CH:16][C:15]=1[F:21])[CH2:9][C:10]([OH:12])=O)=[O:6])[CH3:3].[CH3:23][CH2:24][N:25](C(C)C)[CH:26](C)[CH3:27].C1C=C[C:35]2[N:40](O)N=[N:38][C:36]=2C=1.CN(C(ON1N=NC2C=CC=NC1=2)=[N+](C)C)C.F[P-](F)(F)(F)(F)F. (4) Given the product [CH3:25][O:24][C:6]1[CH:7]=[CH:8][C:9]2[C:10]3[C:11](=[N:12][NH:13][CH:14]=3)[C:2]([NH:26][C:27]3[CH:37]=[CH:36][C:30]4[O:31][CH2:32][C:33](=[O:35])[NH:34][C:29]=4[CH:28]=3)=[N:3][C:4]=2[CH:5]=1, predict the reactants needed to synthesize it. The reactants are: Cl[C:2]1[C:11]2=[N:12][N:13](CC3C=CC(OC)=CC=3)[CH:14]=[C:10]2[C:9]2[CH:8]=[CH:7][C:6]([O:24][CH3:25])=[CH:5][C:4]=2[N:3]=1.[NH2:26][C:27]1[CH:37]=[CH:36][C:30]2[O:31][CH2:32][C:33](=[O:35])[NH:34][C:29]=2[CH:28]=1.Cl. (5) Given the product [NH2:33][C:27]1[C:28]([NH:32][C:2](=[O:3])[O:4][CH:5]([CH3:7])[CH3:6])=[C:29]([NH2:31])[N:30]=[C:25]([N:18]2[C:19]3[C:24](=[CH:23][CH:22]=[CH:21][CH:20]=3)[C:16]([S:15][C:10]3[CH:11]=[CH:12][CH:13]=[CH:14][C:9]=3[F:8])=[N:17]2)[N:26]=1, predict the reactants needed to synthesize it. The reactants are: Cl[C:2]([O:4][CH:5]([CH3:7])[CH3:6])=[O:3].[F:8][C:9]1[CH:14]=[CH:13][CH:12]=[CH:11][C:10]=1[S:15][C:16]1[C:24]2[C:19](=[CH:20][CH:21]=[CH:22][CH:23]=2)[N:18]([C:25]2[N:30]=[C:29]([NH2:31])[C:28]([NH2:32])=[C:27]([NH2:33])[N:26]=2)[N:17]=1. (6) Given the product [OH:1][C:2]1([C@@H:8]([C:12]2[CH:17]=[CH:16][CH:15]=[C:14]([O:18][C:19]([F:20])([F:21])[F:22])[CH:13]=2)[C:9]([OH:11])=[O:10])[CH2:7][CH2:6][CH2:5][CH2:4][CH2:3]1, predict the reactants needed to synthesize it. The reactants are: [OH:1][C:2]1([CH:8]([C:12]2[CH:17]=[CH:16][CH:15]=[C:14]([O:18][C:19]([F:22])([F:21])[F:20])[CH:13]=2)[C:9]([OH:11])=[O:10])[CH2:7][CH2:6][CH2:5][CH2:4][CH2:3]1. (7) Given the product [CH2:1]([C:3]1[N:8]=[CH:7][C:6]([CH2:9][N:25]=[N+:26]=[N-:27])=[CH:5][CH:4]=1)[CH3:2], predict the reactants needed to synthesize it. The reactants are: [CH2:1]([C:3]1[N:8]=[CH:7][C:6]([CH2:9]O)=[CH:5][CH:4]=1)[CH3:2].C1(P([N:25]=[N+:26]=[N-:27])(C2C=CC=CC=2)=O)C=CC=CC=1.N12CCCN=C1CCCCC2.O. (8) Given the product [Br:38][C:39]1[C:40]2[CH:50]=[CH:49][CH:48]=[CH:47][C:41]=2[S:42][C:43]=1[C:44]([NH:37][CH2:36][C:26]1[C:35]2[C:30](=[CH:31][CH:32]=[CH:33][CH:34]=2)[CH:29]=[CH:28][CH:27]=1)=[O:45], predict the reactants needed to synthesize it. The reactants are: C1CCC(N=C=NC2CCCCC2)CC1.C1C=CC2N(O)N=NC=2C=1.[C:26]1([CH2:36][NH2:37])[C:35]2[C:30](=[CH:31][CH:32]=[CH:33][CH:34]=2)[CH:29]=[CH:28][CH:27]=1.[Br:38][C:39]1[C:40]2[CH:50]=[CH:49][CH:48]=[CH:47][C:41]=2[S:42][C:43]=1[C:44](O)=[O:45].C(NC1CCCCC1)(NC1CCCCC1)=O. (9) Given the product [Cl:23][C:17]1[CH:16]=[C:15]([N:14]([C@H:8]2[C:9]([CH3:13])([CH3:12])[CH2:10][C@H:11]([OH:31])[C:6]([N:1]3[CH:5]=[CH:4][N:3]=[CH:2]3)=[CH:7]2)[CH3:24])[CH:22]=[CH:21][C:18]=1[C:19]#[N:20], predict the reactants needed to synthesize it. The reactants are: [N:1]1([C:6]2[CH2:11][CH2:10][C:9]([CH3:13])([CH3:12])[CH:8]([N:14]([CH3:24])[C:15]3[CH:22]=[CH:21][C:18]([C:19]#[N:20])=[C:17]([Cl:23])[CH:16]=3)[CH:7]=2)[CH:5]=[CH:4][N:3]=[CH:2]1.[N+]1([O-:31])C=CC=CC=1.[Se](=O)=O.